Dataset: Retrosynthesis with 50K atom-mapped reactions and 10 reaction types from USPTO. Task: Predict the reactants needed to synthesize the given product. (1) The reactants are: CCOC(=O)CC(Cc1nc(C(=O)O)co1)c1ccccc1. Given the product CCOC(=O)CC(Cc1nc(CO)co1)c1ccccc1, predict the reactants needed to synthesize it. (2) Given the product O=C(Nc1ccn(C[C@H](O)CO)n1)[C@H](CC1CCCC1)N1Cc2c(cccc2C(F)(F)F)C1=O, predict the reactants needed to synthesize it. The reactants are: Nc1ccn(C[C@H](O)CO)n1.O=C(O)[C@H](CC1CCCC1)N1Cc2c(cccc2C(F)(F)F)C1=O. (3) The reactants are: CS(=O)(=O)c1ccc(Cl)c(C(=O)O)c1.NCC1(c2ccc(F)nc2)CCC(F)(F)CC1. Given the product CS(=O)(=O)c1ccc(Cl)c(C(=O)NCC2(c3ccc(F)nc3)CCC(F)(F)CC2)c1, predict the reactants needed to synthesize it. (4) Given the product COc1cc(C(C)=O)c(O)c(CN2CCN(C(=O)OC(C)(C)C)CC2)c1OC, predict the reactants needed to synthesize it. The reactants are: CC(C)(C)OC(=O)N1CCNCC1.COc1cc(C(C)=O)c(O)c(C=O)c1OC. (5) The reactants are: Cc1cc(CN)ccc1O.Cc1sc(C(=O)O)c2c1[C@H]1[C@@H](C2)C1(C)C. Given the product Cc1cc(CNC(=O)c2sc(C)c3c2C[C@@H]2[C@H]3C2(C)C)ccc1O, predict the reactants needed to synthesize it. (6) The reactants are: ClCc1ccccc1.Oc1cccc(I)c1. Given the product Ic1cccc(OCc2ccccc2)c1, predict the reactants needed to synthesize it.